Dataset: Catalyst prediction with 721,799 reactions and 888 catalyst types from USPTO. Task: Predict which catalyst facilitates the given reaction. Reactant: [CH:1]1[CH:2]=[C:3]([CH2:6][NH:7][C:8]2[C:13]([C:14]([OH:16])=[O:15])=[CH:12][C:11]([S:17]([NH2:20])(=[O:19])=[O:18])=[C:10]([Cl:21])[CH:9]=2)[O:4][CH:5]=1.[OH-].[CH2:23]([N+:39]([CH3:42])([CH3:41])[CH3:40])[CH2:24][CH2:25][CH2:26][CH2:27][CH2:28][CH2:29][CH2:30][CH2:31][CH2:32][CH2:33][CH2:34][CH2:35][CH2:36][CH2:37][CH3:38]. Product: [NH2:20][S:17]([C:11]1[C:10]([Cl:21])=[CH:9][C:8]([NH:7][CH2:6][C:3]2[O:4][CH:5]=[CH:1][CH:2]=2)=[C:13]([CH:12]=1)[C:14]([O-:16])=[O:15])(=[O:18])=[O:19].[CH2:23]([N+:39]([CH3:42])([CH3:40])[CH3:41])[CH2:24][CH2:25][CH2:26][CH2:27][CH2:28][CH2:29][CH2:30][CH2:31][CH2:32][CH2:33][CH2:34][CH2:35][CH2:36][CH2:37][CH3:38]. The catalyst class is: 6.